This data is from CYP2C19 inhibition data for predicting drug metabolism from PubChem BioAssay. The task is: Regression/Classification. Given a drug SMILES string, predict its absorption, distribution, metabolism, or excretion properties. Task type varies by dataset: regression for continuous measurements (e.g., permeability, clearance, half-life) or binary classification for categorical outcomes (e.g., BBB penetration, CYP inhibition). Dataset: cyp2c19_veith. (1) The compound is Cc1cc(Cl)ccc1OCC(=O)NCc1ccncc1. The result is 1 (inhibitor). (2) The drug is CCCc1c(O)c2ccccc2n(-c2ccccc2)c1=O. The result is 1 (inhibitor). (3) The molecule is O=C(O)CSc1ncccc1[N+](=O)[O-]. The result is 0 (non-inhibitor). (4) The molecule is C[C@H](CCC(=O)O)[C@H]1CC[C@@H]2[C@H]3CC[C@H]4C[C@@H](O)CC[C@@]4(C)[C@H]3CC[C@]21C. The result is 0 (non-inhibitor). (5) The molecule is COc1cccc(-c2cc(NCc3ccc(OC)cc3OC)ncn2)c1. The result is 1 (inhibitor). (6) The compound is CCOC(=O)C1CCN(C(=O)c2ccccc2NC(C)=O)CC1. The result is 0 (non-inhibitor). (7) The drug is CCOC(=O)CC1NC(=O)c2ccccc21. The result is 0 (non-inhibitor).